From a dataset of Forward reaction prediction with 1.9M reactions from USPTO patents (1976-2016). Predict the product of the given reaction. (1) Given the reactants CCCC[N+](CCCC)(CCCC)CCCC.[F-].[Si]([C:26]#[C:27][C:28]1[CH:33]=[CH:32][C:31]([C:34]2[CH:39]=[CH:38][C:37]([Cl:40])=[CH:36][CH:35]=2)=[CH:30][N:29]=1)(C(C)(C)C)(C)C, predict the reaction product. The product is: [Cl:40][C:37]1[CH:36]=[CH:35][C:34]([C:31]2[CH:32]=[CH:33][C:28]([C:27]#[CH:26])=[N:29][CH:30]=2)=[CH:39][CH:38]=1. (2) Given the reactants [C:1]([O:5][C:6](=[O:12])[NH:7][C@H:8]([CH3:11])[CH2:9][OH:10])([CH3:4])([CH3:3])[CH3:2].C(N(CC)CC)C.[S:20](Cl)([CH3:23])(=[O:22])=[O:21], predict the reaction product. The product is: [CH3:23][S:20]([O:10][CH2:9][C@H:8]([NH:7][C:6]([O:5][C:1]([CH3:4])([CH3:2])[CH3:3])=[O:12])[CH3:11])(=[O:22])=[O:21]. (3) Given the reactants [CH2:1]([NH:8][C:9](=[O:13])[C:10]([CH3:12])=[CH2:11])[C:2]1[CH:7]=[CH:6][CH:5]=[CH:4][CH:3]=1.[C:14]([OH:19])(=[O:18])[C:15]([CH3:17])=[CH2:16].[C:20]([OH:25])(=[O:24])[C:21]([CH3:23])=[CH2:22].[C:26]([OH:31])(=[O:30])[C:27]([CH3:29])=[CH2:28].[CH2:32]([C:34]([CH2:39]O)([CH2:37]O)[CH2:35][CH3:36])O.[Na], predict the reaction product. The product is: [CH2:1]([NH:8][C:9](=[O:13])[C:10]([CH3:12])=[CH2:11])[C:2]1[CH:7]=[CH:6][CH:5]=[CH:4][CH:3]=1.[CH3:36][CH2:35][C:34]([CH2:39][O:30][C:26]([C:27]([CH3:29])=[CH2:28])=[O:31])([CH2:37][O:24][C:20]([C:21]([CH3:23])=[CH2:22])=[O:25])[CH2:32][O:18][C:14]([C:15]([CH3:17])=[CH2:16])=[O:19]. (4) Given the reactants C[O:2][C:3]([C@@H:5]1[CH2:9][CH2:8][CH2:7][C@H:6]1[C:10](=[O:29])[NH:11][C:12]1[S:13][CH:14]=[C:15]([C:17]2[CH:22]=[CH:21][C:20]([C:23](=[O:28])[NH:24][CH:25]3[CH2:27][CH2:26]3)=[CH:19][CH:18]=2)[N:16]=1)=[O:4].[Li+].[OH-].CC(O)=O, predict the reaction product. The product is: [CH:25]1([NH:24][C:23]([C:20]2[CH:21]=[CH:22][C:17]([C:15]3[N:16]=[C:12]([NH:11][C:10]([C@@H:6]4[CH2:7][CH2:8][CH2:9][C@H:5]4[C:3]([OH:4])=[O:2])=[O:29])[S:13][CH:14]=3)=[CH:18][CH:19]=2)=[O:28])[CH2:26][CH2:27]1. (5) Given the reactants [CH2:1]([C:8]1[S:12][C:11](Cl)=[N:10][C:9]=1[C:14]1[CH:19]=[CH:18][C:17]([O:20][CH3:21])=[CH:16][CH:15]=1)[C:2]1[CH:7]=[CH:6][CH:5]=[CH:4][CH:3]=1.O[Li].O.[NH:25]1[CH2:30][CH2:29][O:28][CH2:27][CH2:26]1.CN(C=O)C, predict the reaction product. The product is: [CH2:1]([C:8]1[S:12][C:11]([N:25]2[CH2:30][CH2:29][O:28][CH2:27][CH2:26]2)=[N:10][C:9]=1[C:14]1[CH:19]=[CH:18][C:17]([O:20][CH3:21])=[CH:16][CH:15]=1)[C:2]1[CH:7]=[CH:6][CH:5]=[CH:4][CH:3]=1. (6) Given the reactants [CH3:1][O:2][C:3]1[C:8]([C:9]([OH:11])=O)=[CH:7][C:6]([C:12]([NH2:14])=[O:13])=[CH:5][CH:4]=1.[F:15][C:16]1[CH:22]=[C:21]([F:23])[CH:20]=[CH:19][C:17]=1[NH2:18], predict the reaction product. The product is: [F:15][C:16]1[CH:22]=[C:21]([F:23])[CH:20]=[CH:19][C:17]=1[NH:18][C:9](=[O:11])[C:8]1[CH:7]=[C:6]([CH:5]=[CH:4][C:3]=1[O:2][CH3:1])[C:12]([NH2:14])=[O:13]. (7) Given the reactants [C:1]([O:5][C:6]([N:8]1[CH2:13][CH2:12][C:11]([CH3:17])([C:14]([OH:16])=O)[CH2:10][CH2:9]1)=[O:7])([CH3:4])([CH3:3])[CH3:2].[F:18][C:19]([F:33])([F:32])[C:20]1[CH:21]=[C:22]([CH2:30][NH2:31])[CH:23]=[C:24]([C:26]([F:29])([F:28])[F:27])[CH:25]=1.CCN=C=NCCCN(C)C.C1C=CC2N(O)N=NC=2C=1.CCN(C(C)C)C(C)C, predict the reaction product. The product is: [F:18][C:19]([F:32])([F:33])[C:20]1[CH:21]=[C:22]([CH:23]=[C:24]([C:26]([F:29])([F:27])[F:28])[CH:25]=1)[CH2:30][NH:31][C:14]([C:11]1([CH3:17])[CH2:10][CH2:9][N:8]([C:6]([O:5][C:1]([CH3:2])([CH3:3])[CH3:4])=[O:7])[CH2:13][CH2:12]1)=[O:16]. (8) Given the reactants Cl.Cl.[NH2:3][C:4]1[CH:5]=[C:6]([CH:34]=[CH:35][CH:36]=1)[O:7][C:8]1[CH:9]=[CH:10][C:11]2[N:15]=[C:14]([CH2:16][O:17][C:18]3[CH:31]=[CH:30][C:21]([CH2:22][CH:23]4[S:27][C:26](=[O:28])[NH:25][C:24]4=[O:29])=[CH:20][CH:19]=3)[N:13]([CH3:32])[C:12]=2[CH:33]=1.[F:37][C:38]([F:49])([F:48])[C:39]1[CH:44]=[CH:43][CH:42]=[C:41]([N:45]=[C:46]=[O:47])[CH:40]=1.C(N(CC)CC)C, predict the reaction product. The product is: [O:28]=[C:26]1[NH:25][C:24](=[O:29])[CH:23]([CH2:22][C:21]2[CH:30]=[CH:31][C:18]([O:17][CH2:16][C:14]3[N:13]([CH3:32])[C:12]4[CH:33]=[C:8]([O:7][C:6]5[CH:5]=[C:4]([NH:3][C:46]([NH:45][C:41]6[CH:42]=[CH:43][CH:44]=[C:39]([C:38]([F:37])([F:48])[F:49])[CH:40]=6)=[O:47])[CH:36]=[CH:35][CH:34]=5)[CH:9]=[CH:10][C:11]=4[N:15]=3)=[CH:19][CH:20]=2)[S:27]1. (9) Given the reactants [CH3:1][C:2]1[CH:3]=[C:4]([CH:8]=[C:9]([CH3:14])[C:10]=1[N+:11]([O-:13])=[O:12])[C:5]([OH:7])=[O:6].S(Cl)(Cl)=O.[CH3:19][CH2:20]O, predict the reaction product. The product is: [CH3:1][C:2]1[CH:3]=[C:4]([CH:8]=[C:9]([CH3:14])[C:10]=1[N+:11]([O-:13])=[O:12])[C:5]([O:7][CH2:19][CH3:20])=[O:6]. (10) Given the reactants [CH3:1][C:2]1[N:3]([S:19]([C:22]2[CH:27]=[CH:26][CH:25]=[CH:24][CH:23]=2)(=[O:21])=[O:20])[C:4]([C:13]2[CH:18]=[CH:17][CH:16]=[CH:15][CH:14]=2)=[C:5]([CH3:12])[C:6]=1[C:7](OCC)=[O:8].[H-].C([Al+]CC(C)C)C(C)C, predict the reaction product. The product is: [CH3:1][C:2]1[N:3]([S:19]([C:22]2[CH:27]=[CH:26][CH:25]=[CH:24][CH:23]=2)(=[O:21])=[O:20])[C:4]([C:13]2[CH:18]=[CH:17][CH:16]=[CH:15][CH:14]=2)=[C:5]([CH3:12])[C:6]=1[CH2:7][OH:8].